From a dataset of Retrosynthesis with 50K atom-mapped reactions and 10 reaction types from USPTO. Predict the reactants needed to synthesize the given product. (1) Given the product COC(=O)[C@H](CC(C)C)NC(=O)C=Cc1ccccc1F, predict the reactants needed to synthesize it. The reactants are: COC(=O)[C@@H](N)CC(C)C.O=C(O)C=Cc1ccccc1F. (2) Given the product COc1ccc(N2CCc3c(NCCCO)nc4c(OC(F)(F)F)cccc4c32)c(C)c1, predict the reactants needed to synthesize it. The reactants are: COc1ccc(N2CCc3c(Cl)nc4c(OC(F)(F)F)cccc4c32)c(C)c1.NCCCO. (3) The reactants are: COC1=C(OC)C(=O)C2=C(CCC(CCO)CC2)C1=O.COc1cc(O)cc(OC)c1. Given the product COC1=C(OC)C(=O)C2=C(CCC(CCOc3cc(OC)cc(OC)c3)CC2)C1=O, predict the reactants needed to synthesize it. (4) Given the product O=S(=O)(c1ccc2ccccc2c1)n1cc(C2CCN3CCCC3C2)c2cnccc21, predict the reactants needed to synthesize it. The reactants are: O=S(=O)(Cl)c1ccc2ccccc2c1.c1cc2[nH]cc(C3CCN4CCCC4C3)c2cn1. (5) Given the product COC(=O)c1ccc(CNC(=O)[C@@H]2N[C@@H](CC(C)(C)C)[C@](C#N)(c3ccc(Cl)cc3F)[C@H]2c2cccc(Cl)c2F)cc1, predict the reactants needed to synthesize it. The reactants are: CC(C)(C)CC1NC(C(=O)O)C(c2cccc(Cl)c2F)C1(C#N)c1ccc(Cl)cc1F.COC(=O)c1ccc(CN)cc1. (6) Given the product c1ccc(-c2nc3c(o2)CCCNC3)nc1, predict the reactants needed to synthesize it. The reactants are: O=C(OCc1ccccc1)N1CCCc2oc(-c3ccccn3)nc2C1. (7) Given the product CC(C)(C)OC(=O)N1CCC2(CC1)CC(Br)C2, predict the reactants needed to synthesize it. The reactants are: BrC(Br)(Br)Br.CC(C)(C)OC(=O)N1CCC2(CC1)CC(O)C2. (8) Given the product CCOC(=O)C=Cc1c(C)cc(OC)c(C)c1C, predict the reactants needed to synthesize it. The reactants are: CCOC(=O)CP(=O)(OCC)OCC.COc1cc(C)c(C=O)c(C)c1C.